From a dataset of Full USPTO retrosynthesis dataset with 1.9M reactions from patents (1976-2016). Predict the reactants needed to synthesize the given product. (1) Given the product [CH2:39]([N:41]([CH2:62][C:63]1[CH:68]=[CH:67][C:66]([O:69][CH2:70][CH2:71][N:72]2[CH2:77][CH2:76][CH2:75][CH2:74][CH2:73]2)=[C:65]([F:78])[CH:64]=1)[C:42]1[CH:47]=[C:46]([OH:48])[CH:45]=[CH:44][C:43]=1[C:50]1[CH:51]=[C:52]2[C:57](=[CH:58][CH:59]=1)[CH:56]=[C:55]([OH:60])[CH:54]=[CH:53]2)[CH3:40], predict the reactants needed to synthesize it. The reactants are: FC1C=C(C=CC=1OCCN1CCCCC1)CNC1C=C(OC)C=CC=1C1C=CC2C(=CC=C(OC)C=2)C=1.[CH2:39]([N:41]([CH2:62][C:63]1[CH:68]=[CH:67][C:66]([O:69][CH2:70][CH2:71][N:72]2[CH2:77][CH2:76][CH2:75][CH2:74][CH2:73]2)=[C:65]([F:78])[CH:64]=1)[C:42]1[CH:47]=[C:46]([O:48]C)[CH:45]=[CH:44][C:43]=1[C:50]1[CH:59]=[CH:58][C:57]2[C:52](=[CH:53][CH:54]=[C:55]([O:60]C)[CH:56]=2)[CH:51]=1)[CH3:40]. (2) Given the product [F:1][C:2]1[CH:3]=[C:4]([CH2:5][OH:6])[CH:7]=[C:8]([NH:10][CH2:11][C:12]2[CH:13]=[CH:14][C:15]([O:18][CH3:19])=[CH:16][CH:17]=2)[CH:9]=1, predict the reactants needed to synthesize it. The reactants are: [F:1][C:2]1[CH:3]=[C:4]([CH:7]=[C:8]([NH:10][CH2:11][C:12]2[CH:17]=[CH:16][C:15]([O:18][CH3:19])=[CH:14][CH:13]=2)[CH:9]=1)[CH:5]=[O:6].[BH4-].[Na+]. (3) Given the product [CH2:14]([N:18]([CH2:19][CH3:20])[C:2]1[CH:9]=[CH:8][C:7]([C:10]([F:13])([F:12])[F:11])=[CH:6][C:3]=1[CH:4]=[O:5])[CH2:15][CH2:16][CH3:17], predict the reactants needed to synthesize it. The reactants are: F[C:2]1[CH:9]=[CH:8][C:7]([C:10]([F:13])([F:12])[F:11])=[CH:6][C:3]=1[CH:4]=[O:5].[CH2:14]([NH:18][CH2:19][CH3:20])[CH2:15][CH2:16][CH3:17].C(=O)([O-])[O-].[K+].[K+].O. (4) Given the product [Cl:6][C:7]1[CH:12]=[CH:11][C:10]([C@H:13]2[N:20]3[C:16]([S:17][C:18]([C:23]([N:25]4[CH2:29][CH2:28][CH2:27][C@H:26]4[C:30]([N:32]4[CH2:33][CH2:34][N:35]([CH3:38])[CH2:36][CH2:37]4)=[O:31])=[O:24])=[C:19]3[CH:21]([OH:22])[CH3:2])=[N:15][C@:14]2([C:40]2[CH:45]=[CH:44][C:43]([Cl:46])=[CH:42][CH:41]=2)[CH3:39])=[CH:9][CH:8]=1, predict the reactants needed to synthesize it. The reactants are: O1CCC[CH2:2]1.[Cl:6][C:7]1[CH:12]=[CH:11][C:10]([C@H:13]2[N:20]3[C:16]([S:17][C:18]([C:23]([N:25]4[CH2:29][CH2:28][CH2:27][C@H:26]4[C:30]([N:32]4[CH2:37][CH2:36][N:35]([CH3:38])[CH2:34][CH2:33]4)=[O:31])=[O:24])=[C:19]3[CH:21]=[O:22])=[N:15][C@:14]2([C:40]2[CH:45]=[CH:44][C:43]([Cl:46])=[CH:42][CH:41]=2)[CH3:39])=[CH:9][CH:8]=1.C[Mg]Br.[Cl-].[NH4+]. (5) Given the product [CH2:36]([C:31]1[CH:32]=[CH:33][CH:34]=[CH:35][C:30]=1[N:20]1[CH2:19][CH2:18][O:17][C:16]2[CH:21]=[C:12]([S:9]([N:8]([CH2:7][C:6]3[CH:5]=[CH:4][C:3]([O:2][CH3:1])=[CH:28][CH:27]=3)[C:22]3[S:23][CH:24]=[CH:25][N:26]=3)(=[O:11])=[O:10])[CH:13]=[CH:14][C:15]1=2)[CH3:37], predict the reactants needed to synthesize it. The reactants are: [CH3:1][O:2][C:3]1[CH:28]=[CH:27][C:6]([CH2:7][N:8]([C:22]2[S:23][CH:24]=[CH:25][N:26]=2)[S:9]([C:12]2[CH:13]=[CH:14][C:15]3[NH:20][CH2:19][CH2:18][O:17][C:16]=3[CH:21]=2)(=[O:11])=[O:10])=[CH:5][CH:4]=1.Br[C:30]1[CH:35]=[CH:34][CH:33]=[CH:32][C:31]=1[CH2:36][CH3:37].CC1(C)C2C(=C(P(C3C=CC=CC=3)C3C=CC=CC=3)C=CC=2)OC2C(P(C3C=CC=CC=3)C3C=CC=CC=3)=CC=CC1=2.CC(C)([O-])C.[Na+].